Dataset: Full USPTO retrosynthesis dataset with 1.9M reactions from patents (1976-2016). Task: Predict the reactants needed to synthesize the given product. Given the product [N:7]1[CH2:6][CH2:5][CH2:4][C:3]=1[N:58]1[CH2:59][CH2:60][C:40]2[N:39]([CH2:36][CH2:37][CH3:38])[C:47]3[CH:46]=[CH:45][C:44]([C:48]([N:50]4[CH2:55][CH2:54][CH:53]([CH3:56])[CH2:52][CH2:51]4)=[O:49])=[CH:43][C:42]=3[C:41]=2[CH2:57]1.[C:9]([OH:10])([C:11]([F:14])([F:13])[F:12])=[O:8], predict the reactants needed to synthesize it. The reactants are: CO[C:3]1[CH2:4][CH2:5][CH2:6][N:7]=1.[OH:8][C:9]([C:11]([F:14])([F:13])[F:12])=[O:10].OC(C(F)(F)F)=O.OC(C(F)(F)F)=O.OC(C(F)(F)F)=O.[CH2:36]([N:39]1[C:47]2[CH:46]=[CH:45][C:44]([C:48]([N:50]3[CH2:55][CH2:54][CH:53]([CH3:56])[CH2:52][CH2:51]3)=[O:49])=[CH:43][C:42]=2[C:41]2[CH2:57][NH:58][CH2:59][CH2:60][C:40]1=2)[CH2:37][CH3:38].